Dataset: Reaction yield outcomes from USPTO patents with 853,638 reactions. Task: Predict the reaction yield, written as a fraction of the theoretical maximum amount of product (1.0 means a 100% yield; for example, 0.34 means a 34% yield). (1) The product is [CH2:19]([O:26][C:27]1[CH:32]=[CH:31][C:30]([N:33]2[CH:38]=[C:37]([O:39][CH3:40])[C:36](=[O:41])[C:35]([C:42]([N:3]([O:4][CH3:5])[CH3:2])=[O:43])=[N:34]2)=[C:29]([F:46])[CH:28]=1)[C:20]1[CH:21]=[CH:22][CH:23]=[CH:24][CH:25]=1. The yield is 0.900. The reactants are Cl.[CH3:2][NH:3][O:4][CH3:5].CCN(C(C)C)C(C)C.C[Al](C)C.[CH2:19]([O:26][C:27]1[CH:32]=[CH:31][C:30]([N:33]2[CH:38]=[C:37]([O:39][CH3:40])[C:36](=[O:41])[C:35]([C:42](OC)=[O:43])=[N:34]2)=[C:29]([F:46])[CH:28]=1)[C:20]1[CH:25]=[CH:24][CH:23]=[CH:22][CH:21]=1. The catalyst is C(Cl)Cl. (2) The reactants are [C:1]([OH:9])(=O)[C:2]1[CH:7]=[CH:6][CH:5]=[CH:4][CH:3]=1.[F:10][C:11]1[CH:17]=[CH:16][C:14]([NH2:15])=[CH:13][CH:12]=1. The yield is 0.379. No catalyst specified. The product is [NH2:15][C:14]1[CH:16]=[CH:17][C:11]([F:10])=[CH:12][C:13]=1[C:1]([C:2]1[CH:3]=[CH:4][CH:5]=[CH:6][CH:7]=1)=[O:9]. (3) The reactants are Br[C:2]1[C:11]2[C:6](=[CH:7][CH:8]=[CH:9][CH:10]=2)[CH:5]=[N:4]C=1.[CH2:12]([NH2:19])[C:13]1[CH:18]=[CH:17][CH:16]=[CH:15][CH:14]=1.[C:20]([O-])([O-])=O.[Cs+].[Cs+]. The catalyst is C1(C)C=CC=CC=1.C1C=CC(/C=C/C(/C=C/C2C=CC=CC=2)=O)=CC=1.C1C=CC(/C=C/C(/C=C/C2C=CC=CC=2)=O)=CC=1.C1C=CC(/C=C/C(/C=C/C2C=CC=CC=2)=O)=CC=1.[Pd].[Pd].C1(P(C2C=CC=CC=2)C2C=CC3C(=CC=CC=3)C=2C2C3C(=CC=CC=3)C=CC=2P(C2C=CC=CC=2)C2C=CC=CC=2)C=CC=CC=1. The product is [CH2:12]([N:19]1[CH:20]=[C:5]([NH2:4])[C:6]2[C:11](=[CH:10][CH:9]=[CH:8][CH:7]=2)[CH2:2]1)[C:13]1[CH:18]=[CH:17][CH:16]=[CH:15][CH:14]=1. The yield is 0.890.